Dataset: Forward reaction prediction with 1.9M reactions from USPTO patents (1976-2016). Task: Predict the product of the given reaction. (1) The product is: [C:54](=[N:67][C:2]1[CH:3]=[CH:4][C:5]([F:17])=[C:6]([C:8]23[CH2:15][CH:14]2[CH2:13][O:12][CH2:11][C:10](=[O:16])[NH:9]3)[CH:7]=1)([C:61]1[CH:62]=[CH:63][CH:64]=[CH:65][CH:66]=1)[C:55]1[CH:60]=[CH:59][CH:58]=[CH:57][CH:56]=1. Given the reactants Br[C:2]1[CH:3]=[CH:4][C:5]([F:17])=[C:6]([C:8]23[CH2:15][CH:14]2[CH2:13][O:12][CH2:11][C:10](=[O:16])[NH:9]3)[CH:7]=1.CC(C)([O-])C.[Na+].C(P(C(C)(C)C)C1C=CC=CC=1C1C(C(C)C)=CC(C(C)C)=CC=1C(C)C)(C)(C)C.[C:54](=[NH:67])([C:61]1[CH:66]=[CH:65][CH:64]=[CH:63][CH:62]=1)[C:55]1[CH:60]=[CH:59][CH:58]=[CH:57][CH:56]=1, predict the reaction product. (2) Given the reactants [F:1][C:2]1[CH:7]=[CH:6][CH:5]=[CH:4][C:3]=1[N:8]1[C:16]2[C:11](=[C:12]([N:17]3[CH2:22][CH2:21][CH2:20][N:19]([CH2:23][C:24](O)=[O:25])[C:18]3=[O:27])[CH:13]=[CH:14][CH:15]=2)[CH:10]=[N:9]1.C(N(C(C)C)C(C)C)C.Cl.[F:38][C@H:39]1[CH2:43][CH2:42][NH:41][CH2:40]1.CN(C(ON1N=NC2C=CC=NC1=2)=[N+](C)C)C.F[P-](F)(F)(F)(F)F, predict the reaction product. The product is: [F:1][C:2]1[CH:7]=[CH:6][CH:5]=[CH:4][C:3]=1[N:8]1[C:16]2[C:11](=[C:12]([N:17]3[CH2:22][CH2:21][CH2:20][N:19]([CH2:23][C:24]([N:41]4[CH2:42][CH2:43][C@H:39]([F:38])[CH2:40]4)=[O:25])[C:18]3=[O:27])[CH:13]=[CH:14][CH:15]=2)[CH:10]=[N:9]1. (3) Given the reactants [CH:1]12[CH2:7][CH:4]([CH:5]=[CH:6]1)[CH2:3][CH:2]2[NH:8][C:9]([NH:11][NH2:12])=[S:10].[NH:13]1[CH:17]=[CH:16][CH:15]=[C:14]1[CH:18]=O, predict the reaction product. The product is: [CH:1]12[CH2:7][CH:4]([CH:5]=[CH:6]1)[CH2:3][CH:2]2[NH:8][C:9](=[S:10])[NH:11][N:12]=[CH:18][C:14]1[NH:13][CH:17]=[CH:16][CH:15]=1. (4) The product is: [OH:25][CH2:26][C@@H:27]1[CH2:32][N:31]([C:20]([C:15]2[CH:14]=[CH:13][C:12]3[C:17](=[CH:18][CH:19]=[C:10]([O:9][C:6]4[CH:41]=[N:40][C:3]([C:2]([F:1])([F:23])[F:24])=[CH:4][CH:5]=4)[CH:11]=3)[N:16]=2)=[O:22])[CH2:30][CH2:29][N:28]1[C:33]([O:35][C:36]([CH3:39])([CH3:38])[CH3:37])=[O:34]. Given the reactants [F:1][C:2]([F:24])([F:23])[C:3]1[CH:4]=[CH:5][C:6]([O:9][C:10]2[CH:11]=[C:12]3[C:17](=[CH:18][CH:19]=2)[N:16]=[C:15]([C:20]([OH:22])=O)[CH:14]=[CH:13]3)=NC=1.[OH:25][CH2:26][C@@H:27]1[CH2:32][NH:31][CH2:30][CH2:29][N:28]1[C:33]([O:35][C:36]([CH3:39])([CH3:38])[CH3:37])=[O:34].[N:40]1(C(OC(C)(C)C)=O)CCNC[CH2:41]1, predict the reaction product. (5) Given the reactants [CH3:1][C:2]1[CH:7]=[CH:6][C:5]2[N:8]([CH2:16][CH2:17][C:18]3[CH:23]=[CH:22][C:21]([CH3:24])=[N:20][CH:19]=3)[C:9]3[CH2:14][CH2:13][N:12]([CH3:15])[CH2:11][C:10]=3[C:4]=2[CH:3]=1.C1C=C(Cl)C=C(C(OO)=[O:33])C=1, predict the reaction product. The product is: [CH3:15][N+:12]1([O-:33])[CH2:13][CH2:14][C:9]2[N:8]([CH2:16][CH2:17][C:18]3[CH:19]=[N:20][C:21]([CH3:24])=[CH:22][CH:23]=3)[C:5]3[CH:6]=[CH:7][C:2]([CH3:1])=[CH:3][C:4]=3[C:10]=2[CH2:11]1. (6) Given the reactants [CH2:1]([O:3][C:4](=[O:16])[CH2:5][C:6]1[C:7]2[CH:14]=[CH:13][C:12]([OH:15])=[CH:11][C:8]=2[S:9][CH:10]=1)[CH3:2].C(N(CC)CC)C.[F:24][C:25]([F:38])([F:37])[S:26](O[S:26]([C:25]([F:38])([F:37])[F:24])(=[O:28])=[O:27])(=[O:28])=[O:27], predict the reaction product. The product is: [CH2:1]([O:3][C:4](=[O:16])[CH2:5][C:6]1[C:7]2[CH:14]=[CH:13][C:12]([O:15][S:26]([C:25]([F:38])([F:37])[F:24])(=[O:28])=[O:27])=[CH:11][C:8]=2[S:9][CH:10]=1)[CH3:2]. (7) Given the reactants C(OC([N:8]1[C:12]2[CH:13]=[CH:14][CH:15]=[CH:16][C:11]=2[N:10]=[C:9]1[CH2:17][NH:18][CH:19]1[C:28]2[N:27]=[CH:26][CH:25]=[CH:24][C:23]=2[CH2:22][CH2:21][CH2:20]1)=O)(C)(C)C.C(N(CC)C(C)C)(C)C.Br[CH2:39][C:40]1[C:45]([C:46]([O:48][CH2:49][CH3:50])=[O:47])=[C:44]([O:51][CH3:52])[CH:43]=[CH:42][CH:41]=1, predict the reaction product. The product is: [CH2:49]([O:48][C:46](=[O:47])[C:45]1[C:44]([O:51][CH3:52])=[CH:43][CH:42]=[CH:41][C:40]=1[CH2:39][N:18]([CH2:17][C:9]1[NH:10][C:11]2[CH:16]=[CH:15][CH:14]=[CH:13][C:12]=2[N:8]=1)[CH:19]1[C:28]2[N:27]=[CH:26][CH:25]=[CH:24][C:23]=2[CH2:22][CH2:21][CH2:20]1)[CH3:50]. (8) Given the reactants [Cl:1][C:2]1[CH:3]=[CH:4][C:5]2[NH:11][C:10](=O)[CH:9]([C:13]([O:15][CH:16]([CH3:18])[CH3:17])=[O:14])[CH2:8][CH:7]([C:19]3[CH:24]=[CH:23][CH:22]=[C:21]([O:25][CH3:26])[C:20]=3[O:27][CH3:28])[C:6]=2[CH:29]=1.C(=O)([O-])O.[Na+].P12(SP3(SP(SP(S3)(S1)=S)(=S)S2)=S)=[S:36].C(OCC)(=O)C, predict the reaction product. The product is: [Cl:1][C:2]1[CH:3]=[CH:4][C:5]2[NH:11][C:10](=[S:36])[CH:9]([C:13]([O:15][CH:16]([CH3:18])[CH3:17])=[O:14])[CH2:8][CH:7]([C:19]3[CH:24]=[CH:23][CH:22]=[C:21]([O:25][CH3:26])[C:20]=3[O:27][CH3:28])[C:6]=2[CH:29]=1. (9) Given the reactants C(OC([N:11]1[CH2:18][CH:17]2[O:19][CH:13]([CH2:14][N:15]([C:20]([O:22][C:23]([CH3:26])([CH3:25])[CH3:24])=[O:21])[CH2:16]2)[CH2:12]1)=O)C1C=CC=CC=1, predict the reaction product. The product is: [C:23]([O:22][C:20]([N:15]1[CH2:14][CH:13]2[O:19][CH:17]([CH2:18][NH:11][CH2:12]2)[CH2:16]1)=[O:21])([CH3:26])([CH3:24])[CH3:25].